This data is from Reaction yield outcomes from USPTO patents with 853,638 reactions. The task is: Predict the reaction yield, written as a fraction of the theoretical maximum amount of product (1.0 means a 100% yield; for example, 0.34 means a 34% yield). (1) The reactants are [C:1]([O:4][CH3:5])(=[O:3])[CH3:2].[Li+].CC([N-]C(C)C)C.[Br:14][C:15]1[CH:16]=[C:17]2[C:27](=[CH:28][CH:29]=1)[O:26][C:20]1([CH2:25][CH2:24][CH2:23][CH2:22][CH2:21]1)[CH2:19]/[C:18]/2=[N:30]\[S:31]([C:34]([CH3:37])([CH3:36])[CH3:35])(=O)=[O:32]. The catalyst is C1COCC1. The product is [Br:14][C:15]1[CH:16]=[C:17]2[C:27](=[CH:28][CH:29]=1)[O:26][C:20]1([CH2:25][CH2:24][CH2:23][CH2:22][CH2:21]1)[CH2:19][C:18]2([CH2:2][C:1]([O:4][CH3:5])=[O:3])[NH:30][S:31]([C:34]([CH3:37])([CH3:36])[CH3:35])=[O:32]. The yield is 0.330. (2) The reactants are Br[CH:2]1[CH2:10][C:9]2[C:4](=[CH:5][CH:6]=[C:7]([CH3:13])[C:8]=2[O:11][CH3:12])[C:3]1=[O:14].[Na].[N+:16]([C:19]1[CH:24]=[CH:23][C:22]([OH:25])=[CH:21][CH:20]=1)([O-:18])=[O:17].O. The catalyst is CN(C)C=O. The product is [CH3:12][O:11][C:8]1[C:7]([CH3:13])=[CH:6][CH:5]=[C:4]2[C:9]=1[CH2:10][CH:2]([O:25][C:22]1[CH:23]=[CH:24][C:19]([N+:16]([O-:18])=[O:17])=[CH:20][CH:21]=1)[C:3]2=[O:14]. The yield is 0.734. (3) The catalyst is C(OCC)(=O)C. The yield is 0.930. The product is [CH:31]1([CH2:30][N:3]2[C:2](=[O:1])[C:7]([CH2:8][C:9]3[CH:10]=[CH:11][C:12]([C:15]4[C:16]([C:21]#[N:22])=[CH:17][CH:18]=[CH:19][CH:20]=4)=[CH:13][CH:14]=3)=[C:6]([CH2:23][CH2:24][CH3:25])[N:5]3[N:26]=[CH:27][N:28]=[C:4]23)[CH2:33][CH2:32]1. The reactants are [O:1]=[C:2]1[C:7]([CH2:8][C:9]2[CH:14]=[CH:13][C:12]([C:15]3[C:16]([C:21]#[N:22])=[CH:17][CH:18]=[CH:19][CH:20]=3)=[CH:11][CH:10]=2)=[C:6]([CH2:23][CH2:24][CH3:25])[N:5]2[N:26]=[CH:27][N:28]=[C:4]2[NH:3]1.Br[CH2:30][CH:31]1[CH2:33][CH2:32]1.C(=O)([O-])[O-].[K+].[K+].CN(C)C(=O)C. (4) The reactants are [CH3:1][S:2]([N:5]1[CH2:9][C@H:8]([S:10][CH2:11][C:12]2[CH:17]=[CH:16][C:15]([O:18][CH3:19])=[CH:14][CH:13]=2)[CH2:7][C@H:6]1[CH2:20]OS(C)(=O)=O)(=[O:4])=[O:3].[Na+].[I-].[H-].[Na+].[NH4+].[Cl-]. The catalyst is CN(C=O)C.CCOC(C)=O. The product is [CH2:11]([S:10][CH2:20][C@@H:6]1[CH2:7][C@@H:8]([S:10][CH2:11][C:12]2[CH:13]=[CH:14][C:15]([O:18][CH3:19])=[CH:16][CH:17]=2)[CH2:9][N:5]1[S:2]([CH3:1])(=[O:3])=[O:4])[C:12]1[CH:17]=[CH:16][CH:15]=[CH:14][CH:13]=1. The yield is 0.490. (5) The reactants are [C:1]([O:4][C@H:5]1[C@H:10]([N:11]=[C:12]=[S:13])[C@@H:9]([O:14][C:15](=[O:17])[CH3:16])[C@H:8]([O:18][C:19](=[O:21])[CH3:20])[C@@H:7]([CH2:22][O:23][C:24](=[O:26])[CH3:25])[O:6]1)(=[O:3])[CH3:2].Cl.[CH2:28]([NH2:31])[CH2:29][CH3:30].C(N(CC)CC)C.C([O-])(O)=O.[Na+]. The catalyst is CC#N. The product is [C:1]([O:4][C@H:5]1[C@H:10]([NH:11][C:12]([NH:31][CH2:28][CH2:29][CH3:30])=[S:13])[C@@H:9]([O:14][C:15](=[O:17])[CH3:16])[C@H:8]([O:18][C:19](=[O:21])[CH3:20])[C@@H:7]([CH2:22][O:23][C:24](=[O:26])[CH3:25])[O:6]1)(=[O:3])[CH3:2]. The yield is 0.870. (6) The reactants are [Br:1]Br.[C:3]([C:7]1[CH:12]=[CH:11][C:10]([OH:13])=[CH:9][CH:8]=1)([CH3:6])([CH3:5])[CH3:4].C(Cl)(Cl)(Cl)Cl. The catalyst is C(Cl)(Cl)Cl. The product is [Br:1][C:11]1[CH:12]=[C:7]([C:3]([CH3:6])([CH3:4])[CH3:5])[CH:8]=[CH:9][C:10]=1[OH:13]. The yield is 1.00. (7) The reactants are [Cl:1][C:2]1[CH:15]=[CH:14][C:5]([CH2:6][S:7]([CH2:10][C:11](O)=O)(=[O:9])=[O:8])=[CH:4][CH:3]=1.[F:16][C:17]1[CH:24]=[CH:23][C:20](C=O)=[CH:19][CH:18]=1. No catalyst specified. The product is [Cl:1][C:2]1[CH:15]=[CH:14][C:5]([CH2:6][S:7](/[CH:10]=[CH:11]/[C:20]2[CH:23]=[CH:24][C:17]([F:16])=[CH:18][CH:19]=2)(=[O:9])=[O:8])=[CH:4][CH:3]=1. The yield is 0.720. (8) The reactants are Cl.[NH2:2][CH2:3][C:4]([C:6]1[CH:11]=[CH:10][CH:9]=[CH:8][CH:7]=1)=[O:5].C(N(CC)CC)C.[Cl:19][CH2:20][S:21](Cl)(=[O:23])=[O:22].Cl. The catalyst is ClCCl. The product is [Cl:19][CH2:20][S:21]([NH:2][CH2:3][C:4]([C:6]1[CH:11]=[CH:10][CH:9]=[CH:8][CH:7]=1)=[O:5])(=[O:23])=[O:22]. The yield is 0.760.